From a dataset of Reaction yield outcomes from USPTO patents with 853,638 reactions. Predict the reaction yield, written as a fraction of the theoretical maximum amount of product (1.0 means a 100% yield; for example, 0.34 means a 34% yield). The reactants are [C:1]([O:5][C:6]([N:8]1[CH2:12][CH2:11][CH2:10][C@H:9]1[C:13]([OH:15])=O)=[O:7])([CH3:4])([CH3:3])[CH3:2].Cl.C(N=C=NCCCN(C)C)C.ON1C2C=CC=CC=2N=N1.[NH:38]([C:40]([O:42][CH2:43][C:44]1[CH:49]=[CH:48][CH:47]=[CH:46][CH:45]=1)=[O:41])[NH2:39]. The catalyst is C(N(CC)CC)C.C(Cl)Cl. The product is [CH2:43]([O:42][C:40]([NH:38][NH:39][C:13]([C@@H:9]1[CH2:10][CH2:11][CH2:12][N:8]1[C:6]([O:5][C:1]([CH3:2])([CH3:3])[CH3:4])=[O:7])=[O:15])=[O:41])[C:44]1[CH:49]=[CH:48][CH:47]=[CH:46][CH:45]=1. The yield is 0.816.